This data is from Reaction yield outcomes from USPTO patents with 853,638 reactions. The task is: Predict the reaction yield, written as a fraction of the theoretical maximum amount of product (1.0 means a 100% yield; for example, 0.34 means a 34% yield). (1) The reactants are Br[CH2:2][C:3]1[CH:8]=[CH:7][C:6]([C:9]2[CH:14]=[CH:13][CH:12]=[C:11]([S:15]([CH3:18])(=[O:17])=[O:16])[CH:10]=2)=[CH:5][CH:4]=1.[C:19]([O-:22])(=[S:21])[CH3:20].[K+].C(OCC)C. The catalyst is CN(C)C=O. The product is [CH3:18][S:15]([C:11]1[CH:10]=[C:9]([C:6]2[CH:7]=[CH:8][C:3]([CH2:2][S:21][C:19](=[O:22])[CH3:20])=[CH:4][CH:5]=2)[CH:14]=[CH:13][CH:12]=1)(=[O:17])=[O:16]. The yield is 0.890. (2) The reactants are C([N:4]1[CH:8]=[CH:7][N:6]=[C:5]1[C:9]1[S:13][C:12]([C:14]2[CH:19]=[CH:18][N:17]=[C:16]([NH:20][C:21](=[O:23])[CH3:22])[CH:15]=2)=[N:11][C:10]=1[CH2:24][C:25]1[CH:30]=[CH:29][CH:28]=[CH:27][CH:26]=1)C=C.C1([SiH3])C=CC=CC=1. The catalyst is ClCCl.C(O)(=O)C.C1C=CC([P]([Pd]([P](C2C=CC=CC=2)(C2C=CC=CC=2)C2C=CC=CC=2)([P](C2C=CC=CC=2)(C2C=CC=CC=2)C2C=CC=CC=2)[P](C2C=CC=CC=2)(C2C=CC=CC=2)C2C=CC=CC=2)(C2C=CC=CC=2)C2C=CC=CC=2)=CC=1. The product is [CH2:24]([C:10]1[N:11]=[C:12]([C:14]2[CH:19]=[CH:18][N:17]=[C:16]([NH:20][C:21](=[O:23])[CH3:22])[CH:15]=2)[S:13][C:9]=1[C:5]1[NH:6][CH:7]=[CH:8][N:4]=1)[C:25]1[CH:30]=[CH:29][CH:28]=[CH:27][CH:26]=1. The yield is 0.530.